From a dataset of NCI-60 drug combinations with 297,098 pairs across 59 cell lines. Regression. Given two drug SMILES strings and cell line genomic features, predict the synergy score measuring deviation from expected non-interaction effect. Drug 1: C1CCC(CC1)NC(=O)N(CCCl)N=O. Drug 2: COC1=NC(=NC2=C1N=CN2C3C(C(C(O3)CO)O)O)N. Cell line: MALME-3M. Synergy scores: CSS=9.45, Synergy_ZIP=-0.0943, Synergy_Bliss=6.60, Synergy_Loewe=2.00, Synergy_HSA=3.87.